Dataset: Forward reaction prediction with 1.9M reactions from USPTO patents (1976-2016). Task: Predict the product of the given reaction. (1) Given the reactants C(OC([N:8]1[CH2:12][C@@H:11]([CH2:13][N:14]([CH:31]([CH3:33])[CH3:32])[C:15](=[O:30])[C:16]2[CH:21]=[CH:20][C:19]([O:22][CH3:23])=[C:18]([O:24][CH2:25][CH2:26][CH2:27][O:28][CH3:29])[CH:17]=2)[C@@H:10]([NH:34][CH2:35][C:36]2[CH:41]=[CH:40][CH:39]=[CH:38][CH:37]=2)[CH2:9]1)=O)(C)(C)C.C(O)(C(F)(F)F)=O.C([O-])(O)=O.[Na+], predict the reaction product. The product is: [CH2:35]([NH:34][C@H:10]1[CH2:9][NH:8][CH2:12][C@H:11]1[CH2:13][N:14]([CH:31]([CH3:33])[CH3:32])[C:15](=[O:30])[C:16]1[CH:21]=[CH:20][C:19]([O:22][CH3:23])=[C:18]([O:24][CH2:25][CH2:26][CH2:27][O:28][CH3:29])[CH:17]=1)[C:36]1[CH:41]=[CH:40][CH:39]=[CH:38][CH:37]=1. (2) The product is: [N:13]1[CH:14]=[CH:15][CH:16]=[CH:17][C:12]=1[CH2:11][N:6]1[C:7]2[C:3](=[C:2]([C:34]3[CH:35]=[N:30][CH:31]=[N:32][CH:33]=3)[CH:10]=[CH:9][CH:8]=2)[C:4]2([CH2:22][O:21][C:20]3[CH:23]=[C:24]4[C:28](=[CH:29][C:19]2=3)[CH2:27][CH2:26][O:25]4)[C:5]1=[O:18]. Given the reactants Br[C:2]1[CH:10]=[CH:9][CH:8]=[C:7]2[C:3]=1[C:4]1([CH2:22][O:21][C:20]3[CH:23]=[C:24]4[C:28](=[CH:29][C:19]1=3)[CH2:27][CH2:26][O:25]4)[C:5](=[O:18])[N:6]2[CH2:11][C:12]1[CH:17]=[CH:16][CH:15]=[CH:14][N:13]=1.[N:30]1[CH:35]=[C:34](B(O)O)[CH:33]=[N:32][CH:31]=1.CN(C)C1N=CC(B(O)O)=CC=1, predict the reaction product. (3) The product is: [C:19]([N:13]1[CH2:14][CH2:15][C:10]([C:7]2[CH:8]=[CH:9][C:4]([N+:1]([O-:3])=[O:2])=[CH:5][CH:6]=2)([C:16]#[N:17])[CH2:11][CH2:12]1)(=[O:20])[CH3:18]. Given the reactants [N+:1]([C:4]1[CH:9]=[CH:8][C:7]([C:10]2([C:16]#[N:17])[CH2:15][CH2:14][NH:13][CH2:12][CH2:11]2)=[CH:6][CH:5]=1)([O-:3])=[O:2].[CH3:18][C:19](Cl)=[O:20].CCN(C(C)C)C(C)C, predict the reaction product. (4) Given the reactants [CH2:1]([C:3]1[C:11]2[C:6](=[CH:7][CH:8]=[CH:9][C:10]=2[NH:12][C:13]([C:15]2[N:19]3[CH:20]=[CH:21][C:22]([CH2:24][CH:25]=O)=[CH:23][C:18]3=[N:17][CH:16]=2)=[O:14])[N:5]([CH2:27][C:28]2[CH:33]=[CH:32][CH:31]=[C:30]([CH3:34])[N:29]=2)[N:4]=1)[CH3:2].Cl.[CH3:36][O:37][CH:38]1[CH2:41][NH:40][CH2:39]1, predict the reaction product. The product is: [CH2:1]([C:3]1[C:11]2[C:6](=[CH:7][CH:8]=[CH:9][C:10]=2[NH:12][C:13]([C:15]2[N:19]3[CH:20]=[CH:21][C:22]([CH2:24][CH2:25][N:40]4[CH2:41][CH:38]([O:37][CH3:36])[CH2:39]4)=[CH:23][C:18]3=[N:17][CH:16]=2)=[O:14])[N:5]([CH2:27][C:28]2[CH:33]=[CH:32][CH:31]=[C:30]([CH3:34])[N:29]=2)[N:4]=1)[CH3:2]. (5) Given the reactants [C:1]([C:5]1[CH:9]=[CH:8][NH:7][N:6]=1)([CH3:4])([CH3:3])[CH3:2].[H-].[Na+].CN(C)C=O.[CH2:17](Br)[C:18]1[CH:23]=[CH:22][CH:21]=[CH:20][CH:19]=1, predict the reaction product. The product is: [CH2:17]([N:7]1[CH:8]=[CH:9][C:5]([C:1]([CH3:4])([CH3:3])[CH3:2])=[N:6]1)[C:18]1[CH:23]=[CH:22][CH:21]=[CH:20][CH:19]=1. (6) Given the reactants Cl[C:2]1[N:3]=[C:4]([N:23]2[CH2:28][CH2:27][O:26][CH2:25][CH2:24]2)[C:5]2[S:10][C:9]([CH2:11][N:12]([CH:17]3[CH2:21][CH2:20][N:19]([CH3:22])[CH2:18]3)[S:13]([CH3:16])(=[O:15])=[O:14])=[CH:8][C:6]=2[N:7]=1.CC1(C)C(C)(C)OB([C:37]2[CH:45]=[CH:44][CH:43]=[C:42]3[C:38]=2[CH:39]=[N:40][NH:41]3)O1, predict the reaction product. The product is: [NH:41]1[C:42]2[C:38](=[C:37]([C:2]3[N:3]=[C:4]([N:23]4[CH2:28][CH2:27][O:26][CH2:25][CH2:24]4)[C:5]4[S:10][C:9]([CH2:11][N:12]([S:13]([CH3:16])(=[O:15])=[O:14])[CH:17]5[CH2:21][CH2:20][N:19]([CH3:22])[CH2:18]5)=[CH:8][C:6]=4[N:7]=3)[CH:45]=[CH:44][CH:43]=2)[CH:39]=[N:40]1. (7) Given the reactants [Cl:1][C:2]1[CH:3]=[CH:4][C:5]([O:27][CH2:28][CH:29]([CH3:31])[CH3:30])=[C:6]([CH2:8][N:9]2[C:13]([CH3:14])=[CH:12][C:11]([C:15]([O:17]N3C4C=CC=CC=4N=N3)=O)=[N:10]2)[CH:7]=1.[NH2:32][C:33]1[CH:42]=[CH:41][C:36]([C:37]([O:39][CH3:40])=[O:38])=[CH:35][N:34]=1, predict the reaction product. The product is: [Cl:1][C:2]1[CH:3]=[CH:4][C:5]([O:27][CH2:28][CH:29]([CH3:30])[CH3:31])=[C:6]([CH2:8][N:9]2[C:13]([CH3:14])=[CH:12][C:11]([C:15]([NH:32][C:33]3[N:34]=[CH:35][C:36]([C:37]([O:39][CH3:40])=[O:38])=[CH:41][CH:42]=3)=[O:17])=[N:10]2)[CH:7]=1.